Dataset: Forward reaction prediction with 1.9M reactions from USPTO patents (1976-2016). Task: Predict the product of the given reaction. (1) Given the reactants [Cl:1][C:2]1[CH:10]=[C:9]2[C:5]([C:6]([CH:11]=[O:12])=[CH:7][NH:8]2)=[CH:4][C:3]=1[C:13]1[CH:18]=[CH:17][C:16]([C:19]2([C:22]([OH:24])=[O:23])[CH2:21][CH2:20]2)=[CH:15][CH:14]=1.CC(=CC)C.Cl([O-])=[O:31].[Na+].O.O.P([O-])(O)(O)=O.[Na+], predict the reaction product. The product is: [C:22]([C:19]1([C:16]2[CH:17]=[CH:18][C:13]([C:3]3[CH:4]=[C:5]4[C:9](=[CH:10][C:2]=3[Cl:1])[NH:8][CH:7]=[C:6]4[C:11]([OH:31])=[O:12])=[CH:14][CH:15]=2)[CH2:20][CH2:21]1)([OH:24])=[O:23]. (2) Given the reactants [CH3:1][O:2]/[N:3]=[C:4](/[C:15]1[CH:20]=[CH:19][CH:18]=[CH:17][CH:16]=1)\[CH2:5][O:6][C:7]1[CH:12]=[CH:11][C:10]([CH2:13][OH:14])=[CH:9][CH:8]=1.[CH:21]1([CH2:24][O:25][C:26]2[CH:31]=[C:30](O)[CH:29]=[CH:28][C:27]=2[CH2:33][CH2:34][C:35]([O:37]C)=[O:36])[CH2:23][CH2:22]1, predict the reaction product. The product is: [CH:21]1([CH2:24][O:25][C:26]2[CH:31]=[C:30]([O:14][CH2:13][C:10]3[CH:11]=[CH:12][C:7]([O:6][CH2:5]/[C:4](=[N:3]\[O:2][CH3:1])/[C:15]4[CH:20]=[CH:19][CH:18]=[CH:17][CH:16]=4)=[CH:8][CH:9]=3)[CH:29]=[CH:28][C:27]=2[CH2:33][CH2:34][C:35]([OH:37])=[O:36])[CH2:22][CH2:23]1. (3) Given the reactants [O:1]1[C:5]2[CH:6]=[CH:7][CH:8]=[CH:9][C:4]=2[N:3]=[CH:2]1.[Li]CCCC.[CH2:15]([Sn:19](Cl)([CH2:24][CH2:25][CH2:26][CH3:27])[CH2:20][CH2:21][CH2:22][CH3:23])[CH2:16][CH2:17][CH3:18], predict the reaction product. The product is: [CH2:24]([Sn:19]([CH2:15][CH2:16][CH2:17][CH3:18])([CH2:20][CH2:21][CH2:22][CH3:23])[C:2]1[O:1][C:5]2[CH:6]=[CH:7][CH:8]=[CH:9][C:4]=2[N:3]=1)[CH2:25][CH2:26][CH3:27]. (4) Given the reactants C([O:8][C@H:9]1[C@H:15]([O:16]CC2C=CC=CC=2)[C@@H:14]([O:24]CC2C=CC=CC=2)[C@:13]2([C:33]3[CH:38]=[CH:37][C:36]([Cl:39])=[C:35]([CH2:40][C:41]4[CH:46]=[CH:45][C:44]([O:47][CH2:48][CH3:49])=[CH:43][CH:42]=4)[CH:34]=3)[O:32][C@@:10]1([CH:50]([OH:53])[CH2:51][OH:52])[CH2:11][O:12]2)C1C=CC=CC=1.ClC1C=CC=CC=1Cl, predict the reaction product. The product is: [Cl:39][C:36]1[CH:37]=[CH:38][C:33]([C@@:13]23[O:32][C@@:10]([CH:50]([OH:53])[CH2:51][OH:52])([CH2:11][O:12]2)[C@@H:9]([OH:8])[C@H:15]([OH:16])[C@H:14]3[OH:24])=[CH:34][C:35]=1[CH2:40][C:41]1[CH:42]=[CH:43][C:44]([O:47][CH2:48][CH3:49])=[CH:45][CH:46]=1. (5) Given the reactants [CH3:1][C:2]1[O:6][N:5]=[C:4]([NH2:7])[CH:3]=1.[CH:8]1([CH2:12][N:13]([CH2:26][CH3:27])[C:14]2[C:23]([CH:24]=O)=[CH:22][C:21]3[C:16](=[CH:17][CH:18]=[CH:19][CH:20]=3)[N:15]=2)[CH2:11][CH2:10][CH2:9]1.C([BH3-])#N.[Na+], predict the reaction product. The product is: [CH:8]1([CH2:12][N:13]([CH2:26][CH3:27])[C:14]2[C:23]([CH2:24][NH:7][C:4]3[CH:3]=[C:2]([CH3:1])[O:6][N:5]=3)=[CH:22][C:21]3[C:16](=[CH:17][CH:18]=[CH:19][CH:20]=3)[N:15]=2)[CH2:9][CH2:10][CH2:11]1. (6) Given the reactants [F:1][CH:2]([F:22])[O:3][C:4]1[CH:9]=[CH:8][C:7]([NH:10][CH:11]2[CH2:16][CH2:15][N:14]([C@H:17]([CH3:21])[CH2:18][C:19]#[N:20])[CH2:13][CH2:12]2)=[CH:6][CH:5]=1.Cl.[C:24](Cl)(=[O:31])[C:25]1[CH:30]=[CH:29][CH:28]=[N:27][CH:26]=1.CCN(C(C)C)C(C)C, predict the reaction product. The product is: [C:19]([CH2:18][C@H:17]([N:14]1[CH2:15][CH2:16][CH:11]([N:10]([C:7]2[CH:6]=[CH:5][C:4]([O:3][CH:2]([F:1])[F:22])=[CH:9][CH:8]=2)[C:24](=[O:31])[C:25]2[CH:30]=[CH:29][CH:28]=[N:27][CH:26]=2)[CH2:12][CH2:13]1)[CH3:21])#[N:20].